From a dataset of Forward reaction prediction with 1.9M reactions from USPTO patents (1976-2016). Predict the product of the given reaction. Given the reactants [NH2:1][C:2]1[CH:3]=[CH:4][N:5]([CH3:27])[C:6]2[C:7]=1[CH:8]=[CH:9][C:10]1[N:19]([C:20]3[CH:25]=[CH:24][C:23]([F:26])=[CH:22][CH:21]=3)[CH2:18][CH:17]=[C:12]3[NH:13][C:14](=[O:16])[C:15]=2[C:11]=13.C(N(CC)C(C)C)(C)C.CN(C(ON1N=NC2C=CC=NC1=2)=[N+](C)C)C.F[P-](F)(F)(F)(F)F.[N:61]1([CH2:67][CH2:68][C:69](O)=[O:70])[CH2:66][CH2:65][CH2:64][CH2:63][CH2:62]1, predict the reaction product. The product is: [F:26][C:23]1[CH:22]=[CH:21][C:20]([N:19]2[C:10]3=[C:11]4[C:15](=[C:6]5[N:5]([CH3:27])[CH:4]=[CH:3][C:2]([NH:1][C:69](=[O:70])[CH2:68][CH2:67][N:61]6[CH2:66][CH2:65][CH2:64][CH2:63][CH2:62]6)=[C:7]5[CH:8]=[CH:9]3)[C:14](=[O:16])[NH:13][C:12]4=[CH:17][CH2:18]2)=[CH:25][CH:24]=1.